From a dataset of Full USPTO retrosynthesis dataset with 1.9M reactions from patents (1976-2016). Predict the reactants needed to synthesize the given product. (1) Given the product [C:30]([O:34][C:35](=[O:45])[NH:36][CH2:37][C:38]1[N:39]=[N:40][C:41]([C:15]2[CH:16]=[CH:17][C:12]([C@H:8]3[O:7][C:6]([CH3:28])([CH3:27])[N:5]([C:3](=[O:4])[CH:2]([F:1])[F:29])[C@@H:9]3[CH2:10][F:11])=[CH:13][CH:14]=2)=[CH:42][CH:43]=1)([CH3:33])([CH3:31])[CH3:32], predict the reactants needed to synthesize it. The reactants are: [F:1][CH:2]([F:29])[C:3]([N:5]1[C@H:9]([CH2:10][F:11])[C@@H:8]([C:12]2[CH:17]=[CH:16][C:15](B3OC(C)(C)C(C)(C)O3)=[CH:14][CH:13]=2)[O:7][C:6]1([CH3:28])[CH3:27])=[O:4].[C:30]([O:34][C:35](=[O:45])[NH:36][CH2:37][C:38]1[N:39]=[N:40][C:41](Cl)=[CH:42][CH:43]=1)([CH3:33])([CH3:32])[CH3:31].C([O-])([O-])=O.[Na+].[Na+]. (2) Given the product [F:1][C:2]([F:17])([F:18])[C:3]([C:9]1[CH:14]=[CH:13][C:12]([CH:15]=[CH2:16])=[CH:11][CH:10]=1)([O:8][CH2:21][O:22][CH3:23])[C:4]([F:6])([F:5])[F:7], predict the reactants needed to synthesize it. The reactants are: [F:1][C:2]([F:18])([F:17])[C:3]([C:9]1[CH:14]=[CH:13][C:12]([CH:15]=[CH2:16])=[CH:11][CH:10]=1)([OH:8])[C:4]([F:7])([F:6])[F:5].[H-].[Na+].[CH3:21][O:22][CH2:23]Cl. (3) The reactants are: [ClH:1].[Cl:2][CH2:3][C:4]1[N:5]=[CH:6][N:7]([CH2:9][CH3:10])[CH:8]=1.[C:11]1([P:17]([C:24]2[CH:29]=[CH:28][CH:27]=[CH:26][CH:25]=2)[C:18]2[CH:23]=[CH:22][CH:21]=[CH:20][CH:19]=2)[CH:16]=[CH:15][CH:14]=[CH:13][CH:12]=1. Given the product [ClH:2].[Cl-:1].[CH2:9]([N:7]1[CH:8]=[C:4]([CH2:3][P+:17]([C:18]2[CH:19]=[CH:20][CH:21]=[CH:22][CH:23]=2)([C:24]2[CH:29]=[CH:28][CH:27]=[CH:26][CH:25]=2)[C:11]2[CH:12]=[CH:13][CH:14]=[CH:15][CH:16]=2)[N:5]=[CH:6]1)[CH3:10], predict the reactants needed to synthesize it. (4) Given the product [Cl:25][CH:8]1[CH:7]([CH3:26])[CH:6]2[CH:5]([C@@:4]3([CH:3]=[O:28])[CH2:15][C@H:16]4[C@@:11]([CH2:23][OH:24])([CH2:10]2)[C@:12]3([C:20]([O:22][CH2:33][O:34][C:35](=[O:36])[C:37]([CH3:40])([CH3:39])[CH3:38])=[O:21])[C:13]([CH:17]([CH3:19])[CH3:18])=[CH:14]4)[CH2:9]1, predict the reactants needed to synthesize it. The reactants are: OC[CH2:3][C@@:4]12[C@@H:15]3[CH2:16][C@@:11]([CH:23]=[O:24])([C@:12]1([C:20]([OH:22])=[O:21])[C:13]([CH:17]([CH3:19])[CH3:18])=[CH:14]3)[CH:10]1[CH:6]([CH:7]([CH3:26])[CH:8]([Cl:25])[CH2:9]1)[CH2:5]2.C([O-])(O)=[O:28].[Na+].Cl[CH2:33][O:34][C:35]([C:37]([CH3:40])([CH3:39])[CH3:38])=[O:36].